This data is from Catalyst prediction with 721,799 reactions and 888 catalyst types from USPTO. The task is: Predict which catalyst facilitates the given reaction. (1) Reactant: [CH3:1][C:2](=[CH2:17])[CH2:3][O:4][C@H:5]([C@@H:8]([O:12][CH2:13][C:14]([CH3:16])=[CH2:15])[C@@H:9]([OH:11])[CH3:10])[CH2:6][OH:7].[N@:18]1([C:25]([O:27][CH2:28][C:29]2[CH:34]=[CH:33][CH:32]=[CH:31][CH:30]=2)=[O:26])[CH2:20][CH:19]1[C:21]([O:23][CH3:24])=[O:22].B(F)(F)F.CCOCC. Product: [CH2:28]([O:27][C:25]([NH:18][C@@H:19]([CH2:20][O:7][CH2:6][C@H:5]([O:4][CH2:3][C:2]([CH3:1])=[CH2:17])[C@@H:8]([O:12][CH2:13][C:14]([CH3:16])=[CH2:15])[C@@H:9]([OH:11])[CH3:10])[C:21]([O:23][CH3:24])=[O:22])=[O:26])[C:29]1[CH:30]=[CH:31][CH:32]=[CH:33][CH:34]=1.[CH2:28]([O:27][C:25]([NH:18][C@@H:19]([CH2:20][O:11][C@H:9]([C@H:8]([O:12][CH2:13][C:14]([CH3:16])=[CH2:15])[C@@H:5]([O:4][CH2:3][C:2]([CH3:1])=[CH2:17])[CH2:6][OH:7])[CH3:10])[C:21]([O:23][CH3:24])=[O:22])=[O:26])[C:29]1[CH:30]=[CH:31][CH:32]=[CH:33][CH:34]=1. The catalyst class is: 22. (2) Product: [CH3:22][O:14][CH2:13][C:3]1[C:2]([F:1])=[C:7]([F:8])[C:6]([CH2:9][OH:10])=[C:5]([F:11])[C:4]=1[F:12]. Reactant: [F:1][C:2]1[C:7]([F:8])=[C:6]([CH2:9][OH:10])[C:5]([F:11])=[C:4]([F:12])[C:3]=1[CH2:13][OH:14].O.[OH-].[K+].S(OC)(O[CH3:22])(=O)=O. The catalyst class is: 11. (3) Reactant: [CH2:1]([O:8][C:9]([NH:11][C@H:12]([C:34](O)=[O:35])[CH2:13][CH2:14][CH2:15][NH:16][C:17]([N:19]([C:27]([O:29][C:30]([CH3:33])([CH3:32])[CH3:31])=[O:28])[C:20]([O:22][C:23]([CH3:26])([CH3:25])[CH3:24])=[O:21])=[NH:18])=[O:10])[C:2]1[CH:7]=[CH:6][CH:5]=[CH:4][CH:3]=1.C1(N)CCCCC1.[C:44]([O:48][C:49](=[O:56])[NH:50][CH2:51][CH:52]([OH:55])[CH2:53][NH2:54])([CH3:47])([CH3:46])[CH3:45].C(Cl)CCl.C1C=CC2N(O)N=NC=2C=1. Product: [C:23]([O:22][C:20]([N:19]([C:17](=[NH:18])[NH:16][CH2:15][CH2:14][CH2:13][C@H:12]([NH:11][C:9]([O:8][CH2:1][C:2]1[CH:7]=[CH:6][CH:5]=[CH:4][CH:3]=1)=[O:10])[C:34](=[O:35])[NH:54][CH2:53][CH:52]([OH:55])[CH2:51][NH:50][C:49](=[O:56])[O:48][C:44]([CH3:47])([CH3:45])[CH3:46])[C:27]([O:29][C:30]([CH3:32])([CH3:33])[CH3:31])=[O:28])=[O:21])([CH3:24])([CH3:25])[CH3:26]. The catalyst class is: 9. (4) Reactant: [OH:1][C:2]1[CH:7]=[CH:6][CH:5]=[CH:4][C:3]=1[C:8]1[O:9][C:10]2[CH:18]=[CH:17][CH:16]=[CH:15][C:11]=2[C:12](=O)[N:13]=1.Cl.[C:20]([C:22]1[CH:30]=[CH:29][C:25]([CH2:26][NH:27][NH2:28])=[CH:24][CH:23]=1)#[N:21].C(N(CC)CC)C. Product: [OH:1][C:2]1[CH:7]=[CH:6][CH:5]=[CH:4][C:3]=1[C:8]1[N:13]=[C:12]([C:11]2[CH:15]=[CH:16][CH:17]=[CH:18][C:10]=2[OH:9])[N:27]([CH2:26][C:25]2[CH:29]=[CH:30][C:22]([C:20]#[N:21])=[CH:23][CH:24]=2)[N:28]=1. The catalyst class is: 8. (5) Reactant: [Br:1][C:2]1[CH:3]=[C:4]2[C:9](=[CH:10][CH:11]=1)[N:8]=[C:7]([NH:12][C:13]1[CH:18]=[C:17]([O:19][C@H:20]3[CH2:24][CH2:23][NH:22][CH2:21]3)[CH:16]=[C:15]([C:25]3[CH:26]=[N:27][N:28]([CH3:30])[CH:29]=3)[CH:14]=1)[N:6]=[CH:5]2.C=O.O.[C:34](O)(=O)C.C(O[BH-](OC(=O)C)OC(=O)C)(=O)C.[Na+]. The catalyst class is: 5. Product: [Br:1][C:2]1[CH:3]=[C:4]2[C:9](=[CH:10][CH:11]=1)[N:8]=[C:7]([NH:12][C:13]1[CH:18]=[C:17]([O:19][C@H:20]3[CH2:24][CH2:23][N:22]([CH3:34])[CH2:21]3)[CH:16]=[C:15]([C:25]3[CH:26]=[N:27][N:28]([CH3:30])[CH:29]=3)[CH:14]=1)[N:6]=[CH:5]2. (6) Reactant: [CH3:1][NH:2][C:3]1[CH:8]=[CH:7][C:6]([C:9]2[CH:10]=[CH:11][C:12]([NH2:15])=[N:13][CH:14]=2)=[CH:5][CH:4]=1.[C:16]([C:20]1[O:24][N:23]=[C:22]([NH:25][C:26](=[O:34])OC2C=CC=CC=2)[CH:21]=1)([CH3:19])([CH3:18])[CH3:17]. Product: [NH2:15][C:12]1[N:13]=[CH:14][C:9]([C:6]2[CH:7]=[CH:8][C:3]([N:2]([CH3:1])[C:26]([NH:25][C:22]3[CH:21]=[C:20]([C:16]([CH3:17])([CH3:18])[CH3:19])[O:24][N:23]=3)=[O:34])=[CH:4][CH:5]=2)=[CH:10][CH:11]=1. The catalyst class is: 239. (7) Reactant: [CH3:1][O:2][C:3]1[CH:8]=[C:7]([CH3:9])[C:6]([N:10]2[C:14]3=[N:15][C:16]([CH3:27])=[CH:17][C:18](OS(C(F)(F)F)(=O)=O)=[C:13]3[C:12]([CH3:28])=[CH:11]2)=[C:5]([CH3:29])[CH:4]=1.C(N(CC)C(C)C)(C)C.[NH:39]1[CH2:44][CH2:43][CH:42]([CH2:45][C:46]#[N:47])[CH2:41][CH2:40]1.C(OCC)(=O)C. Product: [CH3:1][O:2][C:3]1[CH:4]=[C:5]([CH3:29])[C:6]([N:10]2[C:14]3=[N:15][C:16]([CH3:27])=[CH:17][C:18]([N:39]4[CH2:44][CH2:43][CH:42]([CH2:45][C:46]#[N:47])[CH2:41][CH2:40]4)=[C:13]3[C:12]([CH3:28])=[CH:11]2)=[C:7]([CH3:9])[CH:8]=1. The catalyst class is: 6.